Task: Predict the product of the given reaction.. Dataset: Forward reaction prediction with 1.9M reactions from USPTO patents (1976-2016) (1) Given the reactants [CH3:1][O:2][C:3](=[O:27])[C@H:4]([NH:8][S:9]([C:12]1[CH:17]=[CH:16][C:15]([O:18][CH2:19][C:20]2[CH:25]=[CH:24][C:23](F)=[CH:22][CH:21]=2)=[CH:14][CH:13]=1)(=[O:11])=[O:10])[C@@H:5]([OH:7])[CH3:6].C(OC1C=CC(S(Cl)(=O)=O)=CC=1)C1C=CC=CC=1.FC1C=CC(COC2C=CC(S(Cl)(=O)=O)=CC=2)=CC=1, predict the reaction product. The product is: [CH3:1][O:2][C:3](=[O:27])[CH:4]([NH:8][S:9]([C:12]1[CH:17]=[CH:16][C:15]([O:18][CH2:19][C:20]2[CH:21]=[CH:22][CH:23]=[CH:24][CH:25]=2)=[CH:14][CH:13]=1)(=[O:10])=[O:11])[CH:5]([OH:7])[CH3:6]. (2) Given the reactants [CH3:1][C@:2]12[C:9]([CH3:11])([CH3:10])[CH:6]([CH2:7][CH2:8]1)[C:5](=[O:12])[CH2:4][C:3]2=[O:13].C(N(CC)CC)C.[Cl:21][C:22]1[CH:23]=[C:24]([N:29]=[C:30]=[O:31])[CH:25]=[CH:26][C:27]=1[F:28].Cl, predict the reaction product. The product is: [Cl:21][C:22]1[CH:23]=[C:24]([NH:29][C:30]([CH:4]2[C:5](=[O:12])[CH:6]3[C:9]([CH3:10])([CH3:11])[C@@:2]([CH3:1])([CH2:8][CH2:7]3)[C:3]2=[O:13])=[O:31])[CH:25]=[CH:26][C:27]=1[F:28].